This data is from Full USPTO retrosynthesis dataset with 1.9M reactions from patents (1976-2016). The task is: Predict the reactants needed to synthesize the given product. (1) Given the product [CH3:1][C:2]1[N+:7]([O-:17])=[C:6]2[CH2:8][O:9][C:10](=[O:11])[C:5]2=[CH:4][CH:3]=1, predict the reactants needed to synthesize it. The reactants are: [CH3:1][C:2]1[N:7]=[C:6]2[CH2:8][O:9][C:10](=[O:11])[C:5]2=[CH:4][CH:3]=1.ClC1C=C(C=CC=1)C(OO)=[O:17]. (2) Given the product [Cl:1][C:2]1[N:3]=[C:4]([C:9]2[CH:10]=[CH:11][CH:12]=[CH:13][CH:14]=2)[N:5]([CH2:20][C:19]2[CH:22]=[CH:23][C:16]([Br:15])=[CH:17][C:18]=2[Cl:24])[C:6]=1[CH:7]=[O:8], predict the reactants needed to synthesize it. The reactants are: [Cl:1][C:2]1[N:3]=[C:4]([C:9]2[CH:14]=[CH:13][CH:12]=[CH:11][CH:10]=2)[NH:5][C:6]=1[CH:7]=[O:8].[Br:15][C:16]1[CH:23]=[CH:22][C:19]([CH2:20]Br)=[C:18]([Cl:24])[CH:17]=1. (3) Given the product [N:34]1([C:31]2[CH:30]=[CH:29][C:28]([C:6]3[N:10]4[CH:11]=[CH:12][C:13]([C:15]([F:16])([F:17])[F:18])=[N:14][C:9]4=[N:8][CH:7]=3)=[CH:33][N:32]=2)[CH:38]=[CH:37][CH:36]=[CH:35]1, predict the reactants needed to synthesize it. The reactants are: C([Sn](CCCC)(CCCC)[C:6]1[N:10]2[CH:11]=[CH:12][C:13]([C:15]([F:18])([F:17])[F:16])=[N:14][C:9]2=[N:8][CH:7]=1)CCC.Br[C:28]1[CH:29]=[CH:30][C:31]([N:34]2[CH:38]=[CH:37][CH:36]=[CH:35]2)=[N:32][CH:33]=1. (4) Given the product [CH3:26][S:27]([N:30]1[CH2:35][CH2:34][N:33]([C:22]([C:19]2[CH:20]=[CH:21][C:9]3[C:8](=[O:25])[C:7]4[C:6]5[C:14](=[CH:15][C:3]([C:1]#[N:2])=[CH:4][CH:5]=5)[NH:13][C:12]=4[C:11]([CH3:16])([CH3:17])[C:10]=3[CH:18]=2)=[O:23])[CH2:32][CH2:31]1)(=[O:29])=[O:28], predict the reactants needed to synthesize it. The reactants are: [C:1]([C:3]1[CH:15]=[C:14]2[C:6]([C:7]3[C:8](=[O:25])[C:9]4[CH:21]=[CH:20][C:19]([C:22](O)=[O:23])=[CH:18][C:10]=4[C:11]([CH3:17])([CH3:16])[C:12]=3[NH:13]2)=[CH:5][CH:4]=1)#[N:2].[CH3:26][S:27]([N:30]1[CH2:35][CH2:34][NH:33][CH2:32][CH2:31]1)(=[O:29])=[O:28]. (5) Given the product [CH:1]1([NH:4][C:5]([C:6]2[S:7][C:13]3=[N:20][C:19]([O:21][CH2:22][CH2:23][O:24][CH3:25])=[C:18]([Cl:26])[C:17]([CH3:27])=[C:14]3[C:15]=2[NH2:16])=[O:8])[CH2:3][CH2:2]1, predict the reactants needed to synthesize it. The reactants are: [CH:1]1([NH:4][C:5](=[O:8])[CH2:6][SH:7])[CH2:3][CH2:2]1.C[O-].[Na+].Cl[C:13]1[N:20]=[C:19]([O:21][CH2:22][CH2:23][O:24][CH3:25])[C:18]([Cl:26])=[C:17]([CH3:27])[C:14]=1[C:15]#[N:16].ClC1C(Cl)=NC(OCCOC)=C(C=1C)C#N. (6) Given the product [NH2:15][CH2:2][C:3]1[CH:4]=[C:5]([CH:8]=[C:9]([C:11]([F:14])([F:13])[F:12])[CH:10]=1)[C:6]#[N:7], predict the reactants needed to synthesize it. The reactants are: Br[CH2:2][C:3]1[CH:4]=[C:5]([CH:8]=[C:9]([C:11]([F:14])([F:13])[F:12])[CH:10]=1)[C:6]#[N:7].[NH3:15].CO. (7) Given the product [CH2:13]([N:15]1[C:19]2[N:20]=[C:21]([C:30]3[CH:35]=[CH:34][C:33]([NH:36][C:5](=[O:11])[O:6][CH2:7][CH2:42][C:41]4[CH:45]=[CH:46][C:38]([NH2:37])=[CH:39][CH:40]=4)=[CH:32][CH:31]=3)[N:22]=[C:23]([N:24]3[CH2:25][CH2:26][O:27][CH2:28][CH2:29]3)[C:18]=2[N:17]=[N:16]1)[CH3:14], predict the reactants needed to synthesize it. The reactants are: ClC(Cl)(O[C:5](=[O:11])[O:6][C:7](Cl)(Cl)Cl)Cl.[CH2:13]([N:15]1[C:19]2[N:20]=[C:21]([C:30]3[CH:35]=[CH:34][C:33]([NH2:36])=[CH:32][CH:31]=3)[N:22]=[C:23]([N:24]3[CH2:29][CH2:28][O:27][CH2:26][CH2:25]3)[C:18]=2[N:17]=[N:16]1)[CH3:14].[NH2:37][C:38]1[CH:46]=[CH:45][C:41]([CH2:42]CO)=[CH:40][CH:39]=1.CCN(CC)CC. (8) Given the product [ClH:1].[CH3:24][NH:25][C:26](=[O:27])[C:28]1[CH:33]=[CH:32][C:31]([C:2]2[CH:7]=[CH:6][N:5]=[C:4]3[NH:8][C:9]([C:11]4[CH:16]=[CH:15][C:14]([CH2:17][N:18]5[CH2:23][CH2:22][O:21][CH2:20][CH2:19]5)=[CH:13][CH:12]=4)=[N:10][C:3]=23)=[CH:30][CH:29]=1, predict the reactants needed to synthesize it. The reactants are: [Cl:1][C:2]1[CH:7]=[CH:6][N:5]=[C:4]2[NH:8][C:9]([C:11]3[CH:16]=[CH:15][C:14]([CH2:17][N:18]4[CH2:23][CH2:22][O:21][CH2:20][CH2:19]4)=[CH:13][CH:12]=3)=[N:10][C:3]=12.[CH3:24][NH:25][C:26]([C:28]1[CH:33]=[CH:32][C:31](B(O)O)=[CH:30][CH:29]=1)=[O:27].C(=O)([O-])[O-].[Na+].[Na+]. (9) Given the product [ClH:38].[CH3:37][C:2]([CH3:1])([O:14][C:15]1[CH:16]=[CH:17][C:18]([CH2:21][CH2:22][CH2:23][NH:24][C@@H:25]([C:27]2[C:36]3[C:31](=[CH:32][CH:33]=[CH:34][CH:35]=3)[CH:30]=[CH:29][CH:28]=2)[CH3:26])=[CH:19][CH:20]=1)[C:3]([NH:5][CH2:6][C:7]([OH:9])=[O:8])=[O:4], predict the reactants needed to synthesize it. The reactants are: [CH3:1][C:2]([CH3:37])([O:14][C:15]1[CH:20]=[CH:19][C:18]([CH2:21][CH2:22][CH2:23][NH:24][C@@H:25]([C:27]2[C:36]3[C:31](=[CH:32][CH:33]=[CH:34][CH:35]=3)[CH:30]=[CH:29][CH:28]=2)[CH3:26])=[CH:17][CH:16]=1)[C:3]([NH:5][CH2:6][C:7]([O:9]C(C)(C)C)=[O:8])=[O:4].[ClH:38]. (10) Given the product [C:1]([O:5][C:6]([CH:8]1[NH:20][CH2:19][C:17]2=[C:18]3[C:13](=[C:14]([C:21]4[C:22](=[O:24])[NH:23][C:27](=[O:26])[C:28]=4[C:29]4[C:37]5[C:32](=[C:33]([CH2:38][O:39][Si:40]([CH:41]([CH3:43])[CH3:42])([CH:47]([CH3:49])[CH3:48])[CH:44]([CH3:46])[CH3:45])[CH:34]=[CH:35][CH:36]=5)[NH:31][CH:30]=4)[CH:15]=[CH:16]2)[CH:12]=[CH:11][N:10]3[CH2:9]1)=[O:7])([CH3:4])([CH3:2])[CH3:3], predict the reactants needed to synthesize it. The reactants are: [C:1]([O:5][C:6]([CH:8]1[NH:20][CH2:19][C:17]2=[C:18]3[C:13](=[C:14]([CH2:21][C:22](=[O:24])[NH2:23])[CH:15]=[CH:16]2)[CH:12]=[CH:11][N:10]3[CH2:9]1)=[O:7])([CH3:4])([CH3:3])[CH3:2].C[O:26][C:27](=O)[C:28](=O)[C:29]1[C:37]2[C:32](=[C:33]([CH2:38][O:39][Si:40]([CH:47]([CH3:49])[CH3:48])([CH:44]([CH3:46])[CH3:45])[CH:41]([CH3:43])[CH3:42])[CH:34]=[CH:35][CH:36]=2)[NH:31][CH:30]=1.